From a dataset of NCI-60 drug combinations with 297,098 pairs across 59 cell lines. Regression. Given two drug SMILES strings and cell line genomic features, predict the synergy score measuring deviation from expected non-interaction effect. Drug 1: CNC(=O)C1=CC=CC=C1SC2=CC3=C(C=C2)C(=NN3)C=CC4=CC=CC=N4. Drug 2: CC12CCC(CC1=CCC3C2CCC4(C3CC=C4C5=CN=CC=C5)C)O. Cell line: OVCAR3. Synergy scores: CSS=-0.0370, Synergy_ZIP=-1.43, Synergy_Bliss=2.27, Synergy_Loewe=-2.22, Synergy_HSA=-1.22.